Dataset: Full USPTO retrosynthesis dataset with 1.9M reactions from patents (1976-2016). Task: Predict the reactants needed to synthesize the given product. (1) Given the product [C:19]([O:18][C:16]([NH:15][C@@H:7]([CH2:8][C:9]1[CH:10]=[CH:11][CH:12]=[CH:13][CH:14]=1)[C@@H:6]([OH:23])[C@@H:5]([NH:24][CH2:25][C:26]1[C:35]2[C:30](=[CH:31][CH:32]=[CH:33][CH:34]=2)[CH:29]=[CH:28][CH:27]=1)[C:4]([OH:36])=[O:3])=[O:17])([CH3:22])([CH3:20])[CH3:21], predict the reactants needed to synthesize it. The reactants are: C([O:3][C:4](=[O:36])[C@H:5]([NH:24][CH2:25][C:26]1[C:35]2[C:30](=[CH:31][CH:32]=[CH:33][CH:34]=2)[CH:29]=[CH:28][CH:27]=1)[C@H:6]([OH:23])[C@@H:7]([NH:15][C:16]([O:18][C:19]([CH3:22])([CH3:21])[CH3:20])=[O:17])[CH2:8][C:9]1[CH:14]=[CH:13][CH:12]=[CH:11][CH:10]=1)C.[Li+].[OH-].Cl. (2) Given the product [F:1][C:2]1[CH:7]=[C:6]([OH:8])[CH:5]=[CH:4][C:3]=1[CH2:10][CH2:11][C:12]([O:14][CH2:15][CH3:16])=[O:13], predict the reactants needed to synthesize it. The reactants are: [F:1][C:2]1[CH:7]=[C:6]([O:8]C)[CH:5]=[CH:4][C:3]=1[CH2:10][CH2:11][C:12]([O:14][CH2:15][CH3:16])=[O:13].[Cl-].[Al+3].[Cl-].[Cl-].C(S)CCCCCCC.